Dataset: Forward reaction prediction with 1.9M reactions from USPTO patents (1976-2016). Task: Predict the product of the given reaction. (1) Given the reactants [Br:1][C:2]1[CH:7]=[CH:6][C:5]([N:8]2[CH2:13][CH2:12][S:11](=[O:15])(=[NH:14])[CH2:10][CH2:9]2)=[CH:4][CH:3]=1.C=O.[CH3:18]C1C(Br)=C(O)C(Br)=CC=1C1(C2C=C(Br)C(O)=C(Br)C=2C)OS(=O)(=O)C2C=CC=CC1=2.[OH-].[Na+].[BH3-]C#N.[Na+], predict the reaction product. The product is: [Br:1][C:2]1[CH:3]=[CH:4][C:5]([N:8]2[CH2:9][CH2:10][S:11](=[O:15])(=[N:14][CH3:18])[CH2:12][CH2:13]2)=[CH:6][CH:7]=1. (2) Given the reactants [CH3:1][O:2][C:3](=[O:21])/[CH:4]=[CH:5]/[C:6]1[CH:11]=[CH:10][C:9]([CH:12]2[CH2:16][CH2:15][CH2:14][N:13]2[CH2:17][CH2:18][C:19]#[CH:20])=[CH:8][CH:7]=1.[CH2:22]([N:29]=[N+:30]=[N-:31])[C:23]1[CH:28]=[CH:27][CH:26]=[CH:25][CH:24]=1.O=C1O[C@H]([C@H](CO)O)C([O-])=C1O.[Na+], predict the reaction product. The product is: [CH3:1][O:2][C:3](=[O:21])/[CH:4]=[CH:5]/[C:6]1[CH:11]=[CH:10][C:9]([CH:12]2[CH2:16][CH2:15][CH2:14][N:13]2[CH2:17][CH2:18][C:19]2[N:31]=[N:30][N:29]([CH2:22][C:23]3[CH:28]=[CH:27][CH:26]=[CH:25][CH:24]=3)[CH:20]=2)=[CH:8][CH:7]=1. (3) Given the reactants O[CH2:2][C:3]1[CH:12]=[N:11][C:10]2[N:9]3[CH2:13][CH2:14][CH2:15][CH2:16][CH:8]3[C:7](=[O:17])[NH:6][C:5]=2[CH:4]=1.[I-].C(C[P+](C)(C)C)#N.C(N(C(C)C)C(C)C)C.Cl.[Cl:36][C:37]1[CH:42]=[CH:41][C:40]([CH:43]2[CH2:48][CH2:47][NH:46][CH2:45][CH2:44]2)=[CH:39][CH:38]=1, predict the reaction product. The product is: [Cl:36][C:37]1[CH:42]=[CH:41][C:40]([CH:43]2[CH2:44][CH2:45][N:46]([CH2:2][C:3]3[CH:12]=[N:11][C:10]4[N:9]5[CH2:13][CH2:14][CH2:15][CH2:16][CH:8]5[C:7](=[O:17])[NH:6][C:5]=4[CH:4]=3)[CH2:47][CH2:48]2)=[CH:39][CH:38]=1. (4) Given the reactants Br[C:2]1[CH:7]=[CH:6][C:5]([C:8]2[CH:13]=[CH:12][C:11]([C:14]3[CH:23]=[CH:22][C:21]4[C:16](=[CH:17][CH:18]=[CH:19][CH:20]=4)[CH:15]=3)=[CH:10][CH:9]=2)=[CH:4][CH:3]=1.CCCCCC.C([Li])CCC.[B:35](OC(C)C)([O:40]C(C)C)[O:36]C(C)C.Cl, predict the reaction product. The product is: [CH:15]1[C:16]2[C:21](=[CH:20][CH:19]=[CH:18][CH:17]=2)[CH:22]=[CH:23][C:14]=1[C:11]1[CH:10]=[CH:9][C:8]([C:5]2[CH:6]=[CH:7][C:2]([B:35]([OH:40])[OH:36])=[CH:3][CH:4]=2)=[CH:13][CH:12]=1. (5) Given the reactants [C:1]([C:4]1[CH:5]=[CH:6][C:7]([C:10]([O:12]C)=[O:11])=[N:8][CH:9]=1)#[C:2][CH3:3].[OH-].[Na+].Cl, predict the reaction product. The product is: [C:1]([C:4]1[CH:5]=[CH:6][C:7]([C:10]([OH:12])=[O:11])=[N:8][CH:9]=1)#[C:2][CH3:3].